From a dataset of Forward reaction prediction with 1.9M reactions from USPTO patents (1976-2016). Predict the product of the given reaction. (1) Given the reactants [O:1]=[C:2]([N:26]1[CH2:31][CH2:30][CH:29]([O:32][C:33]2[CH:38]=[CH:37][CH:36]=[C:35]([C:39]([F:42])([F:41])[F:40])[CH:34]=2)[CH2:28][CH2:27]1)[CH2:3][NH:4][C:5]([C:7]1[CH:11]=[C:10]([C:12]2[CH:17]=[CH:16][CH:15]=[CH:14][C:13]=2[O:18]CC2C=CC=CC=2)[O:9][N:8]=1)=[O:6].ClC1C=CC=CC=1OC1CCN(C(=O)CNC(C2C=C(C3C=CC=CC=3OCC3C=CC=CC=3)ON=2)=O)CC1, predict the reaction product. The product is: [O:1]=[C:2]([N:26]1[CH2:31][CH2:30][CH:29]([O:32][C:33]2[CH:38]=[CH:37][CH:36]=[C:35]([C:39]([F:40])([F:41])[F:42])[CH:34]=2)[CH2:28][CH2:27]1)[CH2:3][NH:4][C:5]([C:7]1[CH:11]=[C:10]([C:12]2[CH:17]=[CH:16][CH:15]=[CH:14][C:13]=2[OH:18])[O:9][N:8]=1)=[O:6]. (2) Given the reactants [Br:1][C:2]1[CH:3]=[CH:4][C:5]([C:8](=[O:10])[CH3:9])=[N:6][CH:7]=1.[BH4-].[Na+], predict the reaction product. The product is: [Br:1][C:2]1[CH:3]=[CH:4][C:5]([CH:8]([OH:10])[CH3:9])=[N:6][CH:7]=1. (3) Given the reactants [C:1]([C:3]1([C:12]([O:14][C:15]([CH3:18])(C)C)=[O:13])[CH:5]=[C:4]1[C:6]1[CH:11]=[CH:10][CH:9]=[CH:8][CH:7]=1)#[N:2].C1CCN2C(=[N:23]CCC2)CC1.C(S)CC, predict the reaction product. The product is: [C:1]([C:3]1([C:12]([O:14][CH2:15][CH3:18])=[O:13])[CH:5]=[C:4]1[C:6]1[CH:11]=[CH:10][CH:9]=[C:8]([NH2:23])[CH:7]=1)#[N:2]. (4) The product is: [C:1]([C:5]1[CH:9]=[C:8]([NH:10][C:11]([NH:13][CH2:14][C:15]2[CH:20]=[C:19]([F:21])[CH:18]=[CH:17][C:16]=2[O:22][C:23]2[CH:24]=[C:25]3[C:29](=[CH:30][CH:31]=2)[N:28]([CH2:32][CH2:33][OH:34])[N:27]=[CH:26]3)=[O:12])[N:7]([C:35]2[CH:36]=[CH:37][C:38]([CH2:41][OH:42])=[CH:39][CH:40]=2)[N:6]=1)([CH3:4])([CH3:2])[CH3:3]. Given the reactants [C:1]([C:5]1[CH:9]=[C:8]([NH:10][C:11]([NH:13][CH2:14][C:15]2[CH:20]=[C:19]([F:21])[CH:18]=[CH:17][C:16]=2[O:22][C:23]2[CH:24]=[C:25]3[C:29](=[CH:30][CH:31]=2)[N:28]([CH2:32][CH2:33][OH:34])[N:27]=[CH:26]3)=[O:12])[N:7]([C:35]2[CH:40]=[CH:39][C:38]([CH:41]=[O:42])=[CH:37][CH:36]=2)[N:6]=1)([CH3:4])([CH3:3])[CH3:2].[BH4-].[Na+], predict the reaction product.